The task is: Regression. Given two drug SMILES strings and cell line genomic features, predict the synergy score measuring deviation from expected non-interaction effect.. This data is from NCI-60 drug combinations with 297,098 pairs across 59 cell lines. (1) Drug 1: C1=C(C(=O)NC(=O)N1)F. Drug 2: C1=CN(C(=O)N=C1N)C2C(C(C(O2)CO)O)O.Cl. Cell line: CAKI-1. Synergy scores: CSS=60.4, Synergy_ZIP=7.19, Synergy_Bliss=6.80, Synergy_Loewe=3.21, Synergy_HSA=15.9. (2) Drug 1: CC1C(C(CC(O1)OC2CC(CC3=C2C(=C4C(=C3O)C(=O)C5=C(C4=O)C(=CC=C5)OC)O)(C(=O)C)O)N)O.Cl. Drug 2: CCCS(=O)(=O)NC1=C(C(=C(C=C1)F)C(=O)C2=CNC3=C2C=C(C=N3)C4=CC=C(C=C4)Cl)F. Cell line: OVCAR-4. Synergy scores: CSS=0.779, Synergy_ZIP=-0.953, Synergy_Bliss=-1.96, Synergy_Loewe=-9.55, Synergy_HSA=-4.31. (3) Synergy scores: CSS=0.572, Synergy_ZIP=-0.349, Synergy_Bliss=0.479, Synergy_Loewe=-0.528, Synergy_HSA=-0.496. Drug 1: C1CCN(CC1)CCOC2=CC=C(C=C2)C(=O)C3=C(SC4=C3C=CC(=C4)O)C5=CC=C(C=C5)O. Drug 2: C1C(C(OC1N2C=NC(=NC2=O)N)CO)O. Cell line: SN12C. (4) Drug 1: CC12CCC3C(C1CCC2=O)CC(=C)C4=CC(=O)C=CC34C. Drug 2: CC1=C(C(=CC=C1)Cl)NC(=O)C2=CN=C(S2)NC3=CC(=NC(=N3)C)N4CCN(CC4)CCO. Cell line: MCF7. Synergy scores: CSS=39.0, Synergy_ZIP=-1.70, Synergy_Bliss=-1.06, Synergy_Loewe=-6.83, Synergy_HSA=-6.61. (5) Drug 1: CC(CN1CC(=O)NC(=O)C1)N2CC(=O)NC(=O)C2. Drug 2: C1=CC(=CC=C1C#N)C(C2=CC=C(C=C2)C#N)N3C=NC=N3. Cell line: SK-MEL-2. Synergy scores: CSS=13.2, Synergy_ZIP=-6.55, Synergy_Bliss=-7.45, Synergy_Loewe=-6.60, Synergy_HSA=-6.31. (6) Drug 1: CCC1(CC2CC(C3=C(CCN(C2)C1)C4=CC=CC=C4N3)(C5=C(C=C6C(=C5)C78CCN9C7C(C=CC9)(C(C(C8N6C=O)(C(=O)OC)O)OC(=O)C)CC)OC)C(=O)OC)O.OS(=O)(=O)O. Drug 2: CC(C)CN1C=NC2=C1C3=CC=CC=C3N=C2N. Cell line: SF-539. Synergy scores: CSS=5.42, Synergy_ZIP=0.483, Synergy_Bliss=0.689, Synergy_Loewe=-2.89, Synergy_HSA=0.178. (7) Drug 1: CCCCCOC(=O)NC1=NC(=O)N(C=C1F)C2C(C(C(O2)C)O)O. Drug 2: CCC1(C2=C(COC1=O)C(=O)N3CC4=CC5=C(C=CC(=C5CN(C)C)O)N=C4C3=C2)O.Cl. Cell line: SF-268. Synergy scores: CSS=22.4, Synergy_ZIP=-7.01, Synergy_Bliss=-1.93, Synergy_Loewe=-34.2, Synergy_HSA=-3.86. (8) Drug 2: C1=CN(C=N1)CC(O)(P(=O)(O)O)P(=O)(O)O. Drug 1: C1=C(C(=O)NC(=O)N1)N(CCCl)CCCl. Cell line: NCI-H322M. Synergy scores: CSS=17.2, Synergy_ZIP=2.24, Synergy_Bliss=13.2, Synergy_Loewe=-24.3, Synergy_HSA=11.7. (9) Drug 1: C1=CC(=CC=C1CCCC(=O)O)N(CCCl)CCCl. Drug 2: CC1=CC=C(C=C1)C2=CC(=NN2C3=CC=C(C=C3)S(=O)(=O)N)C(F)(F)F. Cell line: T-47D. Synergy scores: CSS=25.8, Synergy_ZIP=-6.93, Synergy_Bliss=-4.93, Synergy_Loewe=-3.28, Synergy_HSA=-2.59.